Regression/Classification. Given a drug SMILES string, predict its absorption, distribution, metabolism, or excretion properties. Task type varies by dataset: regression for continuous measurements (e.g., permeability, clearance, half-life) or binary classification for categorical outcomes (e.g., BBB penetration, CYP inhibition). For this dataset (solubility_aqsoldb), we predict Y. From a dataset of Aqueous solubility values for 9,982 compounds from the AqSolDB database. (1) The drug is Nc1ccc2cc(S(=O)(=O)[O-])c(N=Nc3ccc(N=Nc4cccc(C(=O)[O-])c4O)c4ccccc34)c(O)c2c1.[Na+].[Na+]. The Y is -2.79 log mol/L. (2) The drug is C=CCOC(=O)OCCOCCOC(=O)OCC=C. The Y is -2.07 log mol/L.